From a dataset of Forward reaction prediction with 1.9M reactions from USPTO patents (1976-2016). Predict the product of the given reaction. (1) Given the reactants [BrH:1].C1(P(C2C=CC=CC=2)C2C=CC=CC=2)C=CC=CC=1.C(=O)=O.CC(C)=O.[CH2:28]([O:30][C:31](=[O:46])[CH2:32][CH2:33][NH:34][C:35](=[O:45])[C:36]1[CH:41]=[CH:40][C:39]([CH:42]2[CH2:44][O:43]2)=[CH:38][CH:37]=1)[CH3:29].C(=O)(O)[O-].[Na+], predict the reaction product. The product is: [CH2:28]([O:30][C:31](=[O:46])[CH2:32][CH2:33][NH:34][C:35](=[O:45])[C:36]1[CH:41]=[CH:40][C:39]([CH:42]([Br:1])[CH2:44][OH:43])=[CH:38][CH:37]=1)[CH3:29]. (2) The product is: [Cl:10][C:11]1[CH:12]=[C:13]([N+:18]([O-:20])=[O:19])[CH:14]=[CH:15][C:16]=1[O:1][C:2]1[CH:3]=[N:4][CH:5]=[CH:6][CH:7]=1. Given the reactants [OH:1][C:2]1[CH:3]=[N:4][CH:5]=[CH:6][CH:7]=1.[H-].[Na+].[Cl:10][C:11]1[CH:12]=[C:13]([N+:18]([O-:20])=[O:19])[CH:14]=[CH:15][C:16]=1F.O, predict the reaction product. (3) The product is: [CH:23]1([C:19]2([CH:20]3[CH2:22][CH2:21]3)[CH:13]3[CH2:12][N:11]([C:34]([NH:33][CH2:32][C:31]4[CH:30]=[CH:29][C:28]([F:27])=[CH:37][CH:36]=4)=[O:35])[CH2:16][CH2:15][N:14]3[C:17](=[O:26])[O:18]2)[CH2:25][CH2:24]1. Given the reactants C1(COC([N:11]2[CH2:16][CH2:15][N:14]3[C:17](=[O:26])[O:18][C:19]([CH:23]4[CH2:25][CH2:24]4)([CH:20]4[CH2:22][CH2:21]4)[CH:13]3[CH2:12]2)=O)C=CC=CC=1.[F:27][C:28]1[CH:37]=[CH:36][C:31]([CH2:32][N:33]=[C:34]=[O:35])=[CH:30][CH:29]=1, predict the reaction product. (4) The product is: [CH:31]1([C:30]2[C:15]3[C:14]([N:11]4[CH2:12][CH2:13][NH:8][CH2:9][CH2:10]4)=[N:19][C:18]([C:20]4[CH:25]=[CH:24][N:23]=[C:22]([NH:45][C:39]5[CH:40]=[CH:41][C:42]6[C:37]([CH:38]=5)=[N:36][N:35]([CH3:34])[C:43]=6[CH3:44])[CH:21]=4)=[N:17][C:16]=3[CH:27]=[N:28][CH:29]=2)[CH2:33][CH2:32]1. Given the reactants C(OC([N:8]1[CH2:13][CH2:12][N:11]([C:14]2[C:15]3[C:30]([CH:31]4[CH2:33][CH2:32]4)=[CH:29][N:28]=[CH:27][C:16]=3[N:17]=[C:18]([C:20]3[CH:25]=[CH:24][N:23]=[C:22](Cl)[CH:21]=3)[N:19]=2)[CH2:10][CH2:9]1)=O)(C)(C)C.[CH3:34][N:35]1[C:43]([CH3:44])=[C:42]2[C:37]([CH:38]=[C:39]([NH2:45])[CH:40]=[CH:41]2)=[N:36]1.CC1(C)C2C=CC=C(P(C3C=CC=CC=3)C3C=CC=CC=3)C=2OC2C1=CC=CC=2P(C1C=CC=CC=1)C1C=CC=CC=1.C(=O)([O-])[O-].[Cs+].[Cs+].C(Cl)Cl.FC(F)(F)C(O)=O, predict the reaction product. (5) Given the reactants Cl.[Cl:2][C:3]1[C:12]2[C:7](=[CH:8][C:9]([S:13]([N:16]3[CH2:23][CH2:22][CH2:21][C@H:17]3[C:18](O)=[O:19])(=[O:15])=[O:14])=[CH:10][CH:11]=2)[C:6]([NH:24][C:25]([NH2:27])=[NH:26])=[N:5][CH:4]=1.C(Cl)(=O)C(Cl)=O.[NH2:34][CH2:35][CH2:36][N:37]([CH3:39])[CH3:38], predict the reaction product. The product is: [NH3:5].[Cl:2][C:3]1[C:12]2[C:7](=[CH:8][C:9]([S:13]([N:16]3[CH2:23][CH2:22][CH2:21][C@@H:17]3[C:18]([NH:34][CH2:35][CH2:36][N:37]([CH3:39])[CH3:38])=[O:19])(=[O:14])=[O:15])=[CH:10][CH:11]=2)[C:6]([NH:24][C:25]([NH2:27])=[NH:26])=[N:5][CH:4]=1. (6) Given the reactants C1(P(C2C=CC=CC=2)C2C=CC=CC=2)C=CC=CC=1.CC(OC(/N=N/C(OC(C)C)=O)=O)C.[I:34][C:35]1[CH:36]=[C:37]([CH2:41][OH:42])[CH:38]=[CH:39][CH:40]=1.[Cl:43][C:44]1[C:45]([OH:54])=[C:46]([C:51](=[O:53])[CH3:52])[CH:47]=[CH:48][C:49]=1O, predict the reaction product. The product is: [Cl:43][C:44]1[C:45]([OH:54])=[C:46]([C:51](=[O:53])[CH3:52])[CH:47]=[CH:48][C:49]=1[O:42][CH2:41][C:37]1[CH:38]=[CH:39][CH:40]=[C:35]([I:34])[CH:36]=1.